The task is: Predict which catalyst facilitates the given reaction.. This data is from Catalyst prediction with 721,799 reactions and 888 catalyst types from USPTO. (1) Reactant: [Cl:1][C:2]1[CH:7]=[CH:6][C:5]([S:8]([CH:11]([C:18]2[CH:23]=[C:22]([F:24])[CH:21]=[CH:20][C:19]=2[F:25])[CH:12]([CH3:17])[CH2:13][CH2:14][CH2:15]O)(=[O:10])=[O:9])=[CH:4][CH:3]=1.C(C=P(CCCC)(CCCC)CCCC)#N. Product: [Cl:1][C:2]1[CH:7]=[CH:6][C:5]([S:8]([C:11]2([C:18]3[CH:23]=[C:22]([F:24])[CH:21]=[CH:20][C:19]=3[F:25])[CH2:15][CH2:14][CH2:13][CH:12]2[CH3:17])(=[O:10])=[O:9])=[CH:4][CH:3]=1. The catalyst class is: 345. (2) Product: [OH:4][C:3]([CH2:5][CH2:6][NH:7][C:8]([C:10]1[N:11]([CH3:34])[CH:12]=[C:13]([NH:15][C:16]([C:18]2[C:19]([C:24]3[CH:25]=[CH:26][C:27]([C:30]([F:32])([F:31])[F:33])=[CH:28][CH:29]=3)=[CH:20][CH:21]=[CH:22][CH:23]=2)=[O:17])[CH:14]=1)=[O:9])=[O:2]. Reactant: C[O:2][C:3]([CH2:5][CH2:6][NH:7][C:8]([C:10]1[N:11]([CH3:34])[CH:12]=[C:13]([NH:15][C:16]([C:18]2[C:19]([C:24]3[CH:29]=[CH:28][C:27]([C:30]([F:33])([F:32])[F:31])=[CH:26][CH:25]=3)=[CH:20][CH:21]=[CH:22][CH:23]=2)=[O:17])[CH:14]=1)=[O:9])=[O:4].[OH-].[Na+].ClCCl.C(O)C. The catalyst class is: 5. (3) The catalyst class is: 541. Product: [OH:8][NH:9][C:10]([CH:12]1[N:21]([S:22]([C:25]2[CH:30]=[CH:29][C:28]([O:31][CH3:32])=[CH:27][CH:26]=2)(=[O:24])=[O:23])[CH2:20][C:15]2=[N:16][CH:17]=[CH:18][N:19]=[C:14]2[CH2:13]1)=[O:11]. Reactant: C([O:8][NH:9][C:10]([CH:12]1[N:21]([S:22]([C:25]2[CH:30]=[CH:29][C:28]([O:31][CH3:32])=[CH:27][CH:26]=2)(=[O:24])=[O:23])[CH2:20][C:15]2=[N:16][CH:17]=[CH:18][N:19]=[C:14]2[CH2:13]1)=[O:11])C1C=CC=CC=1. (4) Reactant: [CH2:1]([O:8][CH:9]1[O:13][C:12](=[O:14])[CH:11]=[CH:10]1)[C:2]1C=CC=CC=1.[Br:15]Br. Product: [Br:15][C:10]1[CH:9]([O:8][CH2:1][CH3:2])[O:13][C:12](=[O:14])[CH:11]=1. The catalyst class is: 53. (5) Reactant: [OH-].[Na+].C[O:4][C:5](=[O:32])[CH2:6][C:7]1[CH:12]=[CH:11][C:10]([O:13][C:14]2[C:15]3[CH2:31][CH2:30][CH2:29][C:16]=3[N:17]=[C:18]([C:20]3[CH:25]=[CH:24][C:23]([O:26][CH3:27])=[C:22]([Br:28])[CH:21]=3)[N:19]=2)=[CH:9][CH:8]=1.Cl. Product: [Br:28][C:22]1[CH:21]=[C:20]([C:18]2[N:19]=[C:14]([O:13][C:10]3[CH:9]=[CH:8][C:7]([CH2:6][C:5]([OH:32])=[O:4])=[CH:12][CH:11]=3)[C:15]3[CH2:31][CH2:30][CH2:29][C:16]=3[N:17]=2)[CH:25]=[CH:24][C:23]=1[O:26][CH3:27]. The catalyst class is: 1. (6) Reactant: C(OC([C:11]1[C:19]2[C:14](=[CH:15][CH:16]=[C:17](/C=C/C(OC)=O)[CH:18]=2)[NH:13][C:12]=1[CH3:26])=O)C1C=CC=CC=1.CO.[BH4-].[Li+].CCCCCC.[C:37](OCC)(=[O:39])[CH3:38]. Product: [NH:13]1[C:14]2[C:19](=[CH:18][CH:17]=[CH:16][CH:15]=2)[CH:11]=[C:12]1[CH2:26][CH2:38][CH2:37][OH:39]. The catalyst class is: 1. (7) Reactant: [Br:1][C:2]1[CH:7]=[CH:6][C:5](I)=[CH:4][CH:3]=1.[CH2:9]([N:16]1[CH:20]=[C:19](B2OC(C)(C)C(C)(C)O2)[CH:18]=[N:17]1)[C:10]1[CH:15]=[CH:14][CH:13]=[CH:12][CH:11]=1.C([O-])(=O)C.[K+].C([O-])([O-])=O.[Cs+].[Cs+]. Product: [CH2:9]([N:16]1[CH:20]=[C:19]([C:5]2[CH:6]=[CH:7][C:2]([Br:1])=[CH:3][CH:4]=2)[CH:18]=[N:17]1)[C:10]1[CH:15]=[CH:14][CH:13]=[CH:12][CH:11]=1. The catalyst class is: 418. (8) Reactant: [C:1]([C:4]1[CH:9]=[CH:8][C:7]([F:10])=[CH:6][N:5]=1)(=[O:3])[CH3:2].[N+:11]([C:14]1[CH:19]=[C:18]([N+:20]([O-:22])=[O:21])[CH:17]=[CH:16][C:15]=1[S:23]([O:26]I(O)C1C=CC=CC=1)(=[O:25])=[O:24])([O-:13])=[O:12]. Product: [N+:11]([C:14]1[CH:19]=[C:18]([N+:20]([O-:22])=[O:21])[CH:17]=[CH:16][C:15]=1[S:23]([O:26][CH2:2][C:1]([C:4]1[CH:9]=[CH:8][C:7]([F:10])=[CH:6][N:5]=1)=[O:3])(=[O:25])=[O:24])([O-:13])=[O:12]. The catalyst class is: 23. (9) Reactant: Br[C:2]1[C:3](Br)=[C:4]([CH:10]=[CH:11][C:12]=1[C:13]([O:15][CH2:16][CH3:17])=[O:14])[C:5]([O:7][CH2:8][CH3:9])=[O:6].[C:19]1([CH3:28])[CH:24]=[CH:23][CH:22]=[CH:21][C:20]=1B(O)O.C([O-])([O-])=O.[K+].[K+]. Product: [CH3:28][C:19]1[CH:24]=[CH:23][CH:22]=[CH:21][C:20]=1[C:2]1[C:12]([C:13]([O:15][CH2:16][CH3:17])=[O:14])=[CH:11][C:10]([C:3]2[CH:2]=[CH:12][CH:11]=[CH:10][C:4]=2[CH3:5])=[C:4]([C:5]([O:7][CH2:8][CH3:9])=[O:6])[CH:3]=1. The catalyst class is: 398.